This data is from Catalyst prediction with 721,799 reactions and 888 catalyst types from USPTO. The task is: Predict which catalyst facilitates the given reaction. (1) Reactant: Br[CH2:2][C:3]([O:5][CH3:6])=[O:4].C(=O)([O-])[O-].[K+].[K+].[C:13]([O:17][C:18]([N:20]1[CH2:24][CH2:23][CH:22]([C:25]2[CH:30]=[CH:29][C:28]([S:31]([C:34]3[CH:39]=[CH:38][CH:37]=[C:36]([F:40])[CH:35]=3)(=[O:33])=[O:32])=[CH:27][C:26]=2[OH:41])[CH2:21]1)=[O:19])([CH3:16])([CH3:15])[CH3:14]. Product: [C:13]([O:17][C:18]([N:20]1[CH2:24][CH2:23][CH:22]([C:25]2[CH:30]=[CH:29][C:28]([S:31]([C:34]3[CH:39]=[CH:38][CH:37]=[C:36]([F:40])[CH:35]=3)(=[O:33])=[O:32])=[CH:27][C:26]=2[O:41][CH2:2][C:3]([O:5][CH3:6])=[O:4])[CH2:21]1)=[O:19])([CH3:16])([CH3:14])[CH3:15]. The catalyst class is: 21. (2) Reactant: [OH:1][CH2:2][CH2:3][CH2:4][N:5]1[CH2:9][CH2:8][N:7]([CH2:10][CH2:11][CH2:12][N:13]2[CH2:17][CH2:16][CH2:15][CH:14]2[CH3:18])[C:6]1=[C:19]([C:22]#[N:23])[C:20]#[N:21].C(N(CC)CC)C.[CH3:31][S:32](Cl)(=[O:34])=[O:33]. Product: [CH3:31][S:32]([O:1][CH2:2][CH2:3][CH2:4][N:5]1[CH2:9][CH2:8][N:7]([CH2:10][CH2:11][CH2:12][N:13]2[CH2:17][CH2:16][CH2:15][CH:14]2[CH3:18])[C:6]1=[C:19]([C:22]#[N:23])[C:20]#[N:21])(=[O:34])=[O:33]. The catalyst class is: 614.